This data is from Reaction yield outcomes from USPTO patents with 853,638 reactions. The task is: Predict the reaction yield, written as a fraction of the theoretical maximum amount of product (1.0 means a 100% yield; for example, 0.34 means a 34% yield). (1) The reactants are Br[C:2]1[CH:3]=N[C:5]2[N:6]([CH:8]=[CH:9][N:10]=2)[CH:7]=1.[CH3:11][N:12]1[CH2:17][CH2:16][N:15]([C:18]([C:20]2[CH:25]=[CH:24]C(B3OC(C)(C)C(C)(C)O3)=[CH:22][CH:21]=2)=[O:19])[CH2:14][CH2:13]1.C([O-])(O)=O.[Na+].[CH3:40][N:41](C=O)C. The catalyst is O. The product is [N:10]1[CH:9]=[CH:8][N:6]2[CH:7]=[C:2]([C:3]3[CH:22]=[CH:21][C:20]([C:18]([N:15]4[CH2:14][CH2:13][N:12]([CH3:11])[CH2:17][CH2:16]4)=[O:19])=[CH:25][CH:24]=3)[N:41]=[CH:40][C:5]=12. The yield is 0.650. (2) The reactants are CS(O[C@H:6]([C@H:8]1[CH2:12][O:11][C:10](=[O:13])[N:9]1[C:14]1[CH:19]=[CH:18][N:17]=[C:16]([NH:20][C@H:21]([C:23]2[S:27][C:26]([C:28]3[CH:33]=[CH:32][C:31]([Cl:34])=[CH:30][CH:29]=3)=[N:25][CH:24]=2)[CH3:22])[N:15]=1)[CH3:7])(=O)=O.[N-:35]=[N+:36]=[N-:37].[Na+]. The catalyst is CN(C=O)C.O. The product is [N:35]([C@@H:6]([C@H:8]1[CH2:12][O:11][C:10](=[O:13])[N:9]1[C:14]1[CH:19]=[CH:18][N:17]=[C:16]([NH:20][C@H:21]([C:23]2[S:27][C:26]([C:28]3[CH:33]=[CH:32][C:31]([Cl:34])=[CH:30][CH:29]=3)=[N:25][CH:24]=2)[CH3:22])[N:15]=1)[CH3:7])=[N+:36]=[N-:37]. The yield is 0.742. (3) The reactants are [CH3:1][O:2][C:3]1[CH:4]=[C:5]2[C:9](=[CH:10][C:11]=1[N+:12]([O-])=O)[C:8](=[O:15])[N:7]([CH2:16][C:17]([O:19][CH3:20])=[O:18])[C:6]2=[O:21].C(OCC)(=O)C. The catalyst is CO.C(Cl)Cl.[Pd]. The product is [NH2:12][C:11]1[CH:10]=[C:9]2[C:5](=[CH:4][C:3]=1[O:2][CH3:1])[C:6](=[O:21])[N:7]([CH2:16][C:17]([O:19][CH3:20])=[O:18])[C:8]2=[O:15]. The yield is 1.00. (4) The reactants are C(N(S(F)(F)[F:7])CC)C.[C:10]([O:13][CH2:14][CH2:15][CH2:16][CH:17](O)[CH2:18][CH2:19][CH2:20][O:21][C:22](=[O:24])[CH3:23])(=[O:12])[CH3:11]. The catalyst is C(Cl)Cl.C(OCC)(=O)C. The product is [C:10]([O:13][CH2:14][CH2:15][CH2:16][CH:17]([F:7])[CH2:18][CH2:19][CH2:20][O:21][C:22](=[O:24])[CH3:23])(=[O:12])[CH3:11]. The yield is 0.940.